This data is from Peptide-MHC class II binding affinity with 134,281 pairs from IEDB. The task is: Regression. Given a peptide amino acid sequence and an MHC pseudo amino acid sequence, predict their binding affinity value. This is MHC class II binding data. (1) The peptide sequence is AAGTAAQAAVVRFQE. The MHC is HLA-DPA10201-DPB10501 with pseudo-sequence HLA-DPA10201-DPB10501. The binding affinity (normalized) is 0.0915. (2) The peptide sequence is YRSLQPEEFAVVDLS. The MHC is HLA-DPA10103-DPB10401 with pseudo-sequence HLA-DPA10103-DPB10401. The binding affinity (normalized) is 0.797. (3) The peptide sequence is KTKNKTNWKQTWTFK. The MHC is DRB1_1301 with pseudo-sequence DRB1_1301. The binding affinity (normalized) is 0.644. (4) The peptide sequence is WTQSLRRGLSAWTTS. The MHC is DRB1_1501 with pseudo-sequence DRB1_1501. The binding affinity (normalized) is 0.874. (5) The peptide sequence is KASFEEGKCGLNSVD. The MHC is DRB4_0103 with pseudo-sequence DRB4_0103. The binding affinity (normalized) is 0.337. (6) The peptide sequence is FTVQEMVALSGAHTL. The MHC is HLA-DQA10401-DQB10402 with pseudo-sequence HLA-DQA10401-DQB10402. The binding affinity (normalized) is 0.255.